From a dataset of Forward reaction prediction with 1.9M reactions from USPTO patents (1976-2016). Predict the product of the given reaction. (1) Given the reactants [OH-].[Na+].[CH:3]1([C:6]2[C:7]([CH2:22][N:23]3[CH2:26][C:25]4([CH2:30][C:29]([N:31]5[CH2:36][CH2:35][C:34]([CH3:42])([C:37]([O:39]CC)=[O:38])[CH2:33][CH2:32]5)=[N:28][O:27]4)[CH2:24]3)=[CH:8][C:9](OCC)=[C:10]([C:12]3[CH:17]=[CH:16][C:15]([F:18])=[CH:14][CH:13]=3)[CH:11]=2)[CH2:5][CH2:4]1.Cl.[CH2:44]([OH:46])[CH3:45], predict the reaction product. The product is: [CH:3]1([C:6]2([O:46][CH2:44][CH3:45])[CH:11]=[C:10]([C:12]3[CH:13]=[CH:14][C:15]([F:18])=[CH:16][CH:17]=3)[CH:9]=[CH:8][CH:7]2[CH2:22][N:23]2[CH2:24][C:25]3([CH2:30][C:29]([N:31]4[CH2:32][CH2:33][C:34]([CH3:42])([C:37]([OH:39])=[O:38])[CH2:35][CH2:36]4)=[N:28][O:27]3)[CH2:26]2)[CH2:4][CH2:5]1. (2) Given the reactants [NH2:1][C:2]([NH:4][C:5]1[C:6]([C:35]([NH2:37])=[O:36])=[N:7][N:8]([C:10]2[CH:15]=[CH:14][C:13]([C:16]3[CH:21]=[CH:20][C:19]([C:22]([NH:24]CC4C=CC(OC)=CC=4)=[O:23])=[C:18]([F:34])[CH:17]=3)=[CH:12][CH:11]=2)[CH:9]=1)=[O:3].C(O)(C(F)(F)F)=O.OS(C(F)(F)F)(=O)=O.C1(OC)C=CC=CC=1, predict the reaction product. The product is: [NH2:1][C:2]([NH:4][C:5]1[C:6]([C:35]([NH2:37])=[O:36])=[N:7][N:8]([C:10]2[CH:11]=[CH:12][C:13]([C:16]3[CH:21]=[CH:20][C:19]([C:22]([NH2:24])=[O:23])=[C:18]([F:34])[CH:17]=3)=[CH:14][CH:15]=2)[CH:9]=1)=[O:3]. (3) Given the reactants [Cl:1][C:2]1[CH:7]=[C:6]([C:8]([O:17][Si:18]([CH2:23][CH3:24])([CH2:21][CH3:22])[CH2:19][CH3:20])([C:13]([F:16])([F:15])[F:14])[C:9]([F:12])([F:11])[F:10])[CH:5]=[CH:4][C:3]=1[NH:25][C:26](=O)[CH3:27].B.C1COCC1, predict the reaction product. The product is: [Cl:1][C:2]1[CH:7]=[C:6]([C:8]([O:17][Si:18]([CH2:19][CH3:20])([CH2:21][CH3:22])[CH2:23][CH3:24])([C:13]([F:14])([F:15])[F:16])[C:9]([F:12])([F:11])[F:10])[CH:5]=[CH:4][C:3]=1[NH:25][CH2:26][CH3:27].